From a dataset of Full USPTO retrosynthesis dataset with 1.9M reactions from patents (1976-2016). Predict the reactants needed to synthesize the given product. (1) Given the product [Br:7][C:8]1[CH:13]=[CH:12][CH:11]=[C:10]([S:6][CH:1]2[CH2:5][CH2:4][CH2:3][CH2:2]2)[N:9]=1, predict the reactants needed to synthesize it. The reactants are: [CH:1]1([SH:6])[CH2:5][CH2:4][CH2:3][CH2:2]1.[Br:7][C:8]1[CH:13]=[CH:12][CH:11]=[C:10](Br)[N:9]=1. (2) The reactants are: [C:1]([CH:5]1[N:14]2[C:9](=[CH:10][C:11](=[O:20])[C:12]([C:15]([O:17][CH2:18][CH3:19])=[O:16])=[CH:13]2)[C:8]2[CH:21]=[C:22]([O:26][CH3:27])[C:23]([OH:25])=[CH:24][C:7]=2[CH2:6]1)([CH3:4])([CH3:3])[CH3:2].Cl[CH2:29][C:30]#[C:31][CH2:32][OH:33].C([O-])([O-])=O.[K+].[K+]. Given the product [C:1]([CH:5]1[N:14]2[C:9](=[CH:10][C:11](=[O:20])[C:12]([C:15]([O:17][CH2:18][CH3:19])=[O:16])=[CH:13]2)[C:8]2[CH:21]=[C:22]([O:26][CH3:27])[C:23]([O:25][CH2:29][C:30]#[C:31][CH2:32][OH:33])=[CH:24][C:7]=2[CH2:6]1)([CH3:2])([CH3:3])[CH3:4], predict the reactants needed to synthesize it.